From a dataset of Catalyst prediction with 721,799 reactions and 888 catalyst types from USPTO. Predict which catalyst facilitates the given reaction. (1) Reactant: [F:1][C:2]([F:49])([F:48])[C:3]1[CH:4]=[C:5]([CH:41]=[C:42]([C:44]([F:47])([F:46])[F:45])[CH:43]=1)[CH2:6][N:7]([CH2:19][C:20]1[CH:25]=[C:24]([C:26]([F:29])([F:28])[F:27])[CH:23]=[CH:22][C:21]=1[C:30]1[CH:35]=[C:34]([CH:36]([CH3:38])[CH3:37])[CH:33]=[CH:32][C:31]=1[O:39][CH3:40])[C:8]1[N:13]=[CH:12][C:11]([C:14]([O:16]CC)=[O:15])=[CH:10][N:9]=1.[OH-].[Na+]. Product: [F:47][C:44]([F:45])([F:46])[C:42]1[CH:41]=[C:5]([CH:4]=[C:3]([C:2]([F:1])([F:48])[F:49])[CH:43]=1)[CH2:6][N:7]([CH2:19][C:20]1[CH:25]=[C:24]([C:26]([F:29])([F:28])[F:27])[CH:23]=[CH:22][C:21]=1[C:30]1[CH:35]=[C:34]([CH:36]([CH3:37])[CH3:38])[CH:33]=[CH:32][C:31]=1[O:39][CH3:40])[C:8]1[N:9]=[CH:10][C:11]([C:14]([OH:16])=[O:15])=[CH:12][N:13]=1. The catalyst class is: 199. (2) The catalyst class is: 48. Product: [Br:9][CH2:1][C:2]1[O:3][C:4](=[O:8])[O:5][C:6]=1[CH3:7]. Reactant: [CH3:1][C:2]1[O:3][C:4](=[O:8])[O:5][C:6]=1[CH3:7].[Br:9]N1C(=O)CCC1=O.N(C(C)(C)C#N)=NC(C)(C)C#N.